This data is from Forward reaction prediction with 1.9M reactions from USPTO patents (1976-2016). The task is: Predict the product of the given reaction. (1) Given the reactants [CH3:1][C:2]1[CH:3]=[C:4]([NH:16][C:17]2[C:26]3[C:21](=[CH:22][CH:23]=[CH:24][C:25]=3[O:27][C@H:28]([CH3:32])[C:29](O)=[O:30])[N:20]=[CH:19][N:18]=2)[CH:5]=[CH:6][C:7]=1[O:8][C:9]1[CH:10]=[N:11][C:12]([CH3:15])=[CH:13][CH:14]=1.[CH3:33][NH:34][CH2:35][CH2:36][OH:37], predict the reaction product. The product is: [OH:37][CH2:36][CH2:35][N:34]([CH3:33])[C:29](=[O:30])[C@H:28]([O:27][C:25]1[CH:24]=[CH:23][CH:22]=[C:21]2[C:26]=1[C:17]([NH:16][C:4]1[CH:5]=[CH:6][C:7]([O:8][C:9]3[CH:10]=[N:11][C:12]([CH3:15])=[CH:13][CH:14]=3)=[C:2]([CH3:1])[CH:3]=1)=[N:18][CH:19]=[N:20]2)[CH3:32]. (2) Given the reactants CN(C)C=O.[Br:6][C:7]1[C:8](I)=[C:9]([OH:17])[C:10]([O:13][CH:14]([F:16])[F:15])=[CH:11][CH:12]=1.C(=O)([O-])O.[Na+].[CH:24]([C:26]1(O)[CH2:29][CH2:28][CH2:27]1)=[CH2:25], predict the reaction product. The product is: [Br:6][C:7]1[CH:12]=[CH:11][C:10]([O:13][CH:14]([F:16])[F:15])=[C:9]2[C:8]=1[CH:25]=[CH:24][C:26]1([O:17]2)[CH2:29][CH2:28][CH2:27]1. (3) The product is: [Cl:47][C:38]1[C:39]([C:43]([F:44])([F:45])[F:46])=[CH:40][CH:41]=[CH:42][C:37]=1[CH2:36][N:35]([CH2:34][CH:33]([C:48]1[CH:53]=[CH:52][CH:51]=[CH:50][CH:49]=1)[C:27]1[CH:32]=[CH:31][CH:30]=[CH:29][CH:28]=1)[CH2:14][CH2:13][CH2:12][CH2:11][C:7]1[CH:6]=[C:5]([CH2:4][C:3]([OH:2])=[O:26])[CH:10]=[CH:9][CH:8]=1. Given the reactants C[O:2][C:3](=[O:26])[CH2:4][C:5]1[CH:10]=[CH:9][CH:8]=[C:7]([CH2:11][CH2:12][CH2:13][CH2:14]OS(C2C=CC(C)=CC=2)(=O)=O)[CH:6]=1.[C:27]1([CH:33]([C:48]2[CH:53]=[CH:52][CH:51]=[CH:50][CH:49]=2)[CH2:34][NH:35][CH2:36][C:37]2[CH:42]=[CH:41][CH:40]=[C:39]([C:43]([F:46])([F:45])[F:44])[C:38]=2[Cl:47])[CH:32]=[CH:31][CH:30]=[CH:29][CH:28]=1.C(=O)([O-])[O-].[K+].[K+], predict the reaction product. (4) Given the reactants [C:1]([C:5]1[CH:12]=[CH:11][C:8]([CH:9]=O)=[CH:7][CH:6]=1)([CH3:4])([CH3:3])[CH3:2].[NH2:13][C:14]1[S:15][C:16]([S:19]([C:22]2[CH:27]=[CH:26][C:25]([N+:28]([O-:30])=[O:29])=[CH:24][CH:23]=2)(=[O:21])=[O:20])=[CH:17][N:18]=1.C[O:32][C:33](=O)[C:34](=[O:44])[CH2:35][C:36](=[O:43])[C:37]1[CH:42]=[CH:41][N:40]=[CH:39][CH:38]=1, predict the reaction product. The product is: [C:1]([C:5]1[CH:12]=[CH:11][C:8]([CH:9]2[N:13]([C:14]3[S:15][C:16]([S:19]([C:22]4[CH:23]=[CH:24][C:25]([N+:28]([O-:30])=[O:29])=[CH:26][CH:27]=4)(=[O:20])=[O:21])=[CH:17][N:18]=3)[C:33](=[O:32])[C:34]([OH:44])=[C:35]2[C:36]([C:37]2[CH:42]=[CH:41][N:40]=[CH:39][CH:38]=2)=[O:43])=[CH:7][CH:6]=1)([CH3:4])([CH3:3])[CH3:2].